From a dataset of Catalyst prediction with 721,799 reactions and 888 catalyst types from USPTO. Predict which catalyst facilitates the given reaction. (1) Reactant: [F:1][C:2]([F:7])([F:6])[C:3]([OH:5])=[O:4].C[O:9][C:10](=[O:69])[C:11]1[CH:16]=[CH:15][C:14]([C:17]([N:19]2[CH2:23][CH2:22][C@@H:21]([NH:24][C:25]([NH:27][C@@H:28]3[CH2:32][CH2:31][N:30]([C:33]4[N:41]=[C:40]5[C:36]([N:37]=[CH:38][N:39]5[C@H:42]5[C@H:46]([OH:47])[C@H:45]([OH:48])[C@@H:44]([C:49](=[O:53])[NH:50][CH2:51][CH3:52])[O:43]5)=[C:35]([NH:54][CH2:55][CH:56]([C:63]5[CH:68]=[CH:67][CH:66]=[CH:65][CH:64]=5)[C:57]5[CH:62]=[CH:61][CH:60]=[CH:59][CH:58]=5)[N:34]=4)[CH2:29]3)=[O:26])[CH2:20]2)=[O:18])=[CH:13][CH:12]=1.[OH-].[K+]. Product: [F:1][C:2]([F:7])([F:6])[C:3]([OH:5])=[O:4].[C:63]1([CH:56]([C:57]2[CH:58]=[CH:59][CH:60]=[CH:61][CH:62]=2)[CH2:55][NH:54][C:35]2[N:34]=[C:33]([N:30]3[CH2:31][CH2:32][C@@H:28]([NH:27][C:25](=[O:26])[NH:24][C@@H:21]4[CH2:22][CH2:23][N:19]([C:17]([C:14]5[CH:15]=[CH:16][C:11]([C:10]([OH:69])=[O:9])=[CH:12][CH:13]=5)=[O:18])[CH2:20]4)[CH2:29]3)[N:41]=[C:40]3[C:36]=2[N:37]=[CH:38][N:39]3[C@H:42]2[C@H:46]([OH:47])[C@H:45]([OH:48])[C@@H:44]([C:49](=[O:53])[NH:50][CH2:51][CH3:52])[O:43]2)[CH:68]=[CH:67][CH:66]=[CH:65][CH:64]=1. The catalyst class is: 24. (2) Reactant: [I:1][C:2]1[CH:13]=[CH:12][CH:11]=[CH:10][C:3]=1[CH2:4][CH2:5][NH:6][C:7](=[O:9])[CH3:8].[C:14](Cl)([C:16](Cl)=[O:17])=[O:15].Cl. Product: [I:1][C:2]1[CH:13]=[CH:12][CH:11]=[C:10]2[C:3]=1[CH2:4][CH2:5][N:6]1[C:14](=[O:15])[C:16](=[O:17])[O:9][C:7]12[CH3:8]. The catalyst class is: 2. (3) Reactant: [N:1]12[CH2:8][CH2:7][C:4]([C:9]([C:17]3[CH:22]=[CH:21][CH:20]=[CH:19][CH:18]=3)([C:11]3[CH:16]=[CH:15][CH:14]=[CH:13][CH:12]=3)[OH:10])([CH2:5][CH2:6]1)[CH2:3][CH2:2]2.[Br:23][CH2:24][CH2:25][O:26][CH2:27][C:28]1[CH:33]=[CH:32][CH:31]=[C:30]([O:34][CH3:35])[CH:29]=1. Product: [Br-:23].[OH:10][C:9]([C:17]1[CH:22]=[CH:21][CH:20]=[CH:19][CH:18]=1)([C:11]1[CH:12]=[CH:13][CH:14]=[CH:15][CH:16]=1)[C:4]12[CH2:5][CH2:6][N+:1]([CH2:24][CH2:25][O:26][CH2:27][C:28]3[CH:33]=[CH:32][CH:31]=[C:30]([O:34][CH3:35])[CH:29]=3)([CH2:2][CH2:3]1)[CH2:8][CH2:7]2. The catalyst class is: 23. (4) Reactant: [N+:1]([C:4]1[CH:12]=[C:8]([C:9]([OH:11])=O)[C:7]([OH:13])=[CH:6][CH:5]=1)([O-:3])=[O:2]. Product: [CH:4]1([NH:1][C:9](=[O:11])[C:8]2[C:7](=[CH:6][CH:5]=[C:4]([N+:1]([O-:3])=[O:2])[CH:12]=2)[OH:13])[CH2:12][CH2:8][CH2:7][CH2:6][CH2:5]1. The catalyst class is: 309. (5) Reactant: [C:1](OC(OCC)OCC)(=O)C.[CH3:12][CH:13]([CH3:27])[CH2:14][NH:15][C:16]1[C:25]2[C:20](=[CH:21][CH:22]=[CH:23][N:24]=2)[N:19]=[CH:18][C:17]=1[NH2:26]. Product: [CH3:12][CH:13]([CH3:27])[CH2:14][N:15]1[C:16]2[C:25]3[N:24]=[CH:23][CH:22]=[CH:21][C:20]=3[N:19]=[CH:18][C:17]=2[N:26]=[CH:1]1. The catalyst class is: 11.